Dataset: Forward reaction prediction with 1.9M reactions from USPTO patents (1976-2016). Task: Predict the product of the given reaction. Given the reactants Br[C:2]1[CH:7]=[CH:6][C:5]([C:8]2([C:11]3[N:15]4[CH2:16][CH2:17][S:18][C:19]([CH2:22][O:23][Si](C(C)(C)C)(C)C)([CH3:21])[CH2:20][C:14]4=[N:13][N:12]=3)[CH2:10][CH2:9]2)=[CH:4][CH:3]=1.[C:31]([C:33]1[CH:38]=[CH:37][N:36]=[CH:35][C:34]=1B1OC(C)(C)C(C)(C)O1)#[N:32].C(=O)([O-])[O-].[K+].[K+].C(=O)([O-])O.[Na+], predict the reaction product. The product is: [OH:23][CH2:22][C:19]1([CH3:21])[S:18][CH2:17][CH2:16][N:15]2[C:11]([C:8]3([C:5]4[CH:4]=[CH:3][C:2]([C:38]5[CH:37]=[N:36][CH:35]=[CH:34][C:33]=5[C:31]#[N:32])=[CH:7][CH:6]=4)[CH2:10][CH2:9]3)=[N:12][N:13]=[C:14]2[CH2:20]1.